Dataset: Reaction yield outcomes from USPTO patents with 853,638 reactions. Task: Predict the reaction yield, written as a fraction of the theoretical maximum amount of product (1.0 means a 100% yield; for example, 0.34 means a 34% yield). The reactants are [Br:1][C:2]1[CH:3]=[CH:4][C:5]2[O:14][C:13]3[C:12](=[O:15])[NH:11][C:10]([CH2:16][N:17]4[CH2:21][CH2:20][CH:19]([C:22](OCC)=[O:23])[CH2:18]4)=[N:9][C:8]=3[C:6]=2[CH:7]=1.[NH3:27]. The catalyst is C(O)C.CO. The product is [Br:1][C:2]1[CH:3]=[CH:4][C:5]2[O:14][C:13]3[C:12](=[O:15])[NH:11][C:10]([CH2:16][N:17]4[CH2:21][CH2:20][CH:19]([C:22]([NH2:27])=[O:23])[CH2:18]4)=[N:9][C:8]=3[C:6]=2[CH:7]=1. The yield is 0.700.